From a dataset of Reaction yield outcomes from USPTO patents with 853,638 reactions. Predict the reaction yield, written as a fraction of the theoretical maximum amount of product (1.0 means a 100% yield; for example, 0.34 means a 34% yield). (1) The reactants are C([O-])(O)=O.[Na+].O.[CH:7]1([CH2:13][CH:14]([CH3:18])[CH2:15][CH2:16][OH:17])[CH2:12][CH2:11][CH2:10][CH2:9][CH2:8]1.[O-]Cl.[Na+]. The catalyst is [K+].[Br-].CC1(C)N([O])C(C)(C)CCC1.C1(C)C=CC=CC=1. The product is [CH:7]1([CH2:13][CH:14]([CH3:18])[CH2:15][CH:16]=[O:17])[CH2:12][CH2:11][CH2:10][CH2:9][CH2:8]1. The yield is 0.450. (2) The reactants are [Br:1][C:2]1[CH:3]=[N:4][C:5](Cl)=[N:6][CH:7]=1.[CH:9]1([NH2:12])[CH2:11][CH2:10]1. The catalyst is C1COCC1. The product is [Br:1][C:2]1[CH:3]=[N:4][C:5]([NH:12][CH:9]2[CH2:11][CH2:10]2)=[N:6][CH:7]=1. The yield is 0.955. (3) The reactants are [CH3:1][C:2]1[CH:16]=[CH:15][C:5]([C:6]([C:8]2[CH:13]=[CH:12][C:11]([CH3:14])=[CH:10][CH:9]=2)=O)=[CH:4][CH:3]=1. The catalyst is [Zn].Cl[Ti](Cl)(Cl)Cl. The product is [C:11]1([CH3:14])[CH:10]=[CH:9][C:8]([C:6]([C:5]2[CH:4]=[CH:3][C:2]([CH3:1])=[CH:16][CH:15]=2)=[C:6]([C:8]2[CH:13]=[CH:12][C:11]([CH3:14])=[CH:10][CH:9]=2)[C:5]2[CH:15]=[CH:16][C:2]([CH3:1])=[CH:3][CH:4]=2)=[CH:13][CH:12]=1. The yield is 0.780. (4) The yield is 0.500. The catalyst is C1COCC1. The product is [Si:1]([O:8][C@@H:9]([CH2:38][O:39][C:40]1[CH:45]=[CH:44][CH:43]=[C:42]([C:46]([F:48])([F:47])[F:49])[CH:41]=1)/[CH:10]=[CH:11]/[C@H:12]1[C@H:16]([O:17][Si:18]([C:21]([CH3:23])([CH3:22])[CH3:24])([CH3:19])[CH3:20])[CH2:15][C@H:14]([OH:25])[C@@H:13]1[CH2:26]/[CH:27]=[CH:28]\[CH2:29][CH2:30][CH2:31][C:32]([O:34][CH:35]([CH3:37])[CH3:36])=[O:33])([C:4]([CH3:5])([CH3:6])[CH3:7])([CH3:3])[CH3:2]. The reactants are [Si:1]([O:8][C@@H:9]([CH2:38][O:39][C:40]1[CH:45]=[CH:44][CH:43]=[C:42]([C:46]([F:49])([F:48])[F:47])[CH:41]=1)/[CH:10]=[CH:11]/[C@H:12]1[C@H:16]([O:17][Si:18]([C:21]([CH3:24])([CH3:23])[CH3:22])([CH3:20])[CH3:19])[CH2:15][C:14](=[O:25])[C@@H:13]1[CH2:26]/[CH:27]=[CH:28]\[CH2:29][CH2:30][CH2:31][C:32]([O:34][CH:35]([CH3:37])[CH3:36])=[O:33])([C:4]([CH3:7])([CH3:6])[CH3:5])([CH3:3])[CH3:2].CCC(C)[BH-](C(C)CC)C(C)CC.[Li+].OO.[Na+].[Cl-]. (5) The reactants are N([O-])=O.[Na+].[CH2:5]([N:7]([CH2:15][CH3:16])[C:8]1[CH:13]=[CH:12][C:11]([NH2:14])=[CH:10][CH:9]=1)[CH3:6].S(=O)(=O)([O-])N.[NH4+:22].C([O-])(=O)C.[Na+].[C:28]1([NH2:35])[CH:33]=[CH:32][CH:31]=[C:30]([NH2:34])[CH:29]=1.[OH-].[Na+]. The catalyst is Cl.N.N1C=CC=CC=1.S([O-])([O-])(=O)=O.[Cu+2].C(OCC)(=O)C. The product is [CH2:15]([N:7]([CH2:5][CH3:6])[C:8]1[CH:13]=[CH:12][C:11]([N:14]2[N:22]=[C:31]3[CH:32]=[CH:33][C:28]([NH2:35])=[CH:29][C:30]3=[N:34]2)=[CH:10][CH:9]=1)[CH3:16]. The yield is 0.420. (6) The reactants are Br[C:2]1[CH:3]=[CH:4][C:5]([N:8]2[CH2:13][CH2:12][N:11]([CH3:14])[CH2:10][CH2:9]2)=[N:6][CH:7]=1.N1CCCCC1.[CH3:21][Si:22]([C:25]#[CH:26])([CH3:24])[CH3:23].CCN(CC)CC. The yield is 0.610. The product is [CH3:14][N:11]1[CH2:12][CH2:13][N:8]([C:5]2[CH:4]=[CH:3][C:2]([C:26]#[C:25][Si:22]([CH3:24])([CH3:23])[CH3:21])=[CH:7][N:6]=2)[CH2:9][CH2:10]1. The catalyst is CCOCC.Cl[Pd](Cl)([P](C1C=CC=CC=1)(C1C=CC=CC=1)C1C=CC=CC=1)[P](C1C=CC=CC=1)(C1C=CC=CC=1)C1C=CC=CC=1.[Cu]I.